From a dataset of Forward reaction prediction with 1.9M reactions from USPTO patents (1976-2016). Predict the product of the given reaction. (1) Given the reactants Br[C:2]1[N:6]2[N:7]=[C:8]([NH:11][CH2:12][CH2:13][CH2:14][N:15]3[CH2:20][CH2:19][N:18]([CH3:21])[CH2:17][CH2:16]3)[CH:9]=[CH:10][C:5]2=[N:4][CH:3]=1.[CH:22](/B(O)O)=[CH:23]\[CH2:24][CH2:25][CH2:26][CH3:27].[ClH:31], predict the reaction product. The product is: [ClH:31].[CH:22](/[C:2]1[N:6]2[N:7]=[C:8]([NH:11][CH2:12][CH2:13][CH2:14][N:15]3[CH2:20][CH2:19][N:18]([CH3:21])[CH2:17][CH2:16]3)[CH:9]=[CH:10][C:5]2=[N:4][CH:3]=1)=[CH:23]\[CH2:24][CH2:25][CH2:26][CH3:27]. (2) Given the reactants [Cl:1][C:2]1[CH:3]=[C:4]([C:8]2[C:13]([O:14][CH3:15])=[CH:12][CH:11]=[C:10]([CH2:16][C:17]3[CH:18]=[CH:19][C:20]([N:23]4[CH2:26][CH2:25][C@@H:24]4[C:27](O)=[O:28])=[N:21][CH:22]=3)[C:9]=2[F:30])[CH:5]=[CH:6][CH:7]=1.C([N:34](CC)C(C)C)(C)C.C(OC(Cl)=O)C(C)C.[OH-].[NH4+], predict the reaction product. The product is: [Cl:1][C:2]1[CH:3]=[C:4]([C:8]2[C:13]([O:14][CH3:15])=[CH:12][CH:11]=[C:10]([CH2:16][C:17]3[CH:18]=[CH:19][C:20]([N:23]4[CH2:26][CH2:25][C@@H:24]4[C:27]([NH2:34])=[O:28])=[N:21][CH:22]=3)[C:9]=2[F:30])[CH:5]=[CH:6][CH:7]=1. (3) Given the reactants [C:1]([O:5][C:6]([NH:8][C@@H:9]([CH2:13][NH2:14])[C:10]([OH:12])=[O:11])=[O:7])([CH3:4])([CH3:3])[CH3:2].S(Cl)([C:18]1[CH:26]=[CH:25][C:21]([N+:22]([O-:24])=[O:23])=[CH:20][CH:19]=1)(=O)=O.[OH:28][S:29](O)(=O)=[O:30], predict the reaction product. The product is: [C:1]([O:5][C:6]([NH:8][C@@H:9]([CH2:13][NH:14][S:29]([C:20]1[CH:19]=[CH:18][CH:26]=[CH:25][C:21]=1[N+:22]([O-:24])=[O:23])(=[O:30])=[O:28])[C:10]([OH:12])=[O:11])=[O:7])([CH3:4])([CH3:3])[CH3:2]. (4) Given the reactants [OH-].[Na+].[CH3:3][C:4]1[C:9]([CH:10]([CH2:15][CH2:16][CH3:17])[C:11]([O:13]C)=[O:12])=[C:8]([C:18]2[CH:23]=[CH:22][C:21]([CH3:24])=[CH:20][CH:19]=2)[N:7]=[C:6]([N:25]2[CH2:30][CH2:29][CH2:28][CH:27]([O:31][C:32]3[CH:37]=[CH:36][CH:35]=[CH:34][CH:33]=3)[CH2:26]2)[N:5]=1, predict the reaction product. The product is: [CH3:3][C:4]1[C:9]([CH:10]([CH2:15][CH2:16][CH3:17])[C:11]([OH:13])=[O:12])=[C:8]([C:18]2[CH:23]=[CH:22][C:21]([CH3:24])=[CH:20][CH:19]=2)[N:7]=[C:6]([N:25]2[CH2:30][CH2:29][CH2:28][CH:27]([O:31][C:32]3[CH:37]=[CH:36][CH:35]=[CH:34][CH:33]=3)[CH2:26]2)[N:5]=1. (5) The product is: [C:36]([O:40][C:41]([N:43]1[CH2:48][CH2:47][N:46]([C:19]2[CH:20]=[CH:21][C:16]([C:14](=[O:15])[CH2:13][CH2:12][C:9]3[CH:10]=[CH:11][C:6]([NH:5][C:3](=[O:4])[C:2]([F:24])([F:23])[F:1])=[CH:7][CH:8]=3)=[CH:17][CH:18]=2)[CH2:45][CH2:44]1)=[O:42])([CH3:39])([CH3:37])[CH3:38]. Given the reactants [F:1][C:2]([F:24])([F:23])[C:3]([NH:5][C:6]1[CH:11]=[CH:10][C:9]([CH2:12][CH2:13][C:14]([C:16]2[CH:21]=[CH:20][C:19](F)=[CH:18][CH:17]=2)=[O:15])=[CH:8][CH:7]=1)=[O:4].C(OC(N1CCNCC1)=O)C.[C:36]([O:40][C:41]([N:43]1[CH2:48][CH2:47][NH:46][CH2:45][CH2:44]1)=[O:42])([CH3:39])([CH3:38])[CH3:37], predict the reaction product. (6) Given the reactants [OH-].[K+].[CH3:3][CH2:4][CH2:5][CH2:6][CH2:7][CH3:8].C1(=O)CCCCC1.[C:16](#[N:18])[CH3:17], predict the reaction product. The product is: [C:5]1(=[CH:17][C:16]#[N:18])[CH2:4][CH2:3][CH2:8][CH2:7][CH2:6]1.